This data is from Full USPTO retrosynthesis dataset with 1.9M reactions from patents (1976-2016). The task is: Predict the reactants needed to synthesize the given product. (1) Given the product [C:7]([C:9]1[C:13]([S:14]([C:15]([F:17])([F:16])[F:18])(=[O:2])=[O:35])=[C:12]([CH3:19])[N:11]([C:20]2[C:25]([Cl:26])=[CH:24][C:23]([C:27]([F:29])([F:30])[F:28])=[CH:22][C:21]=2[Cl:31])[N:10]=1)#[N:8], predict the reactants needed to synthesize it. The reactants are: I([O-])(=O)(=O)=[O:2].[Na+].[C:7]([C:9]1[C:13]([S:14][C:15]([F:18])([F:17])[F:16])=[C:12]([CH3:19])[N:11]([C:20]2[C:25]([Cl:26])=[CH:24][C:23]([C:27]([F:30])([F:29])[F:28])=[CH:22][C:21]=2[Cl:31])[N:10]=1)#[N:8].C(#N)C.[OH2:35]. (2) Given the product [CH2:22]([O:1][C:2]1[CH:7]=[CH:6][C:5]([C:8](=[O:10])[CH3:9])=[CH:4][C:3]=1[N+:11]([O-:13])=[O:12])[C:23]1[CH:28]=[CH:27][CH:26]=[CH:25][CH:24]=1, predict the reactants needed to synthesize it. The reactants are: [OH:1][C:2]1[CH:7]=[CH:6][C:5]([C:8](=[O:10])[CH3:9])=[CH:4][C:3]=1[N+:11]([O-:13])=[O:12].[I-].[Na+].C(=O)([O-])[O-].[K+].[K+].[CH2:22](Br)[C:23]1[CH:28]=[CH:27][CH:26]=[CH:25][CH:24]=1.